From a dataset of Full USPTO retrosynthesis dataset with 1.9M reactions from patents (1976-2016). Predict the reactants needed to synthesize the given product. (1) Given the product [CH3:10]/[C:9](=[CH:8]\[C:5]1[CH:6]=[CH:7][C:2]([CH3:1])=[CH:3][CH:4]=1)/[CH2:11][CH2:14][C:13]([O:15][CH2:16][CH3:17])=[O:18], predict the reactants needed to synthesize it. The reactants are: [CH3:1][C:2]1[CH:7]=[CH:6][C:5]([CH:8](O)[C:9]([CH3:11])=[CH2:10])=[CH:4][CH:3]=1.[C:13](OCC)([O:18]CC)([O:15][CH2:16][CH3:17])[CH3:14].C(O)(=O)CC. (2) Given the product [NH4+:11].[OH-:36].[F:1][C:2]1[CH:3]=[C:4]([C@@:9]2([CH3:49])[N:18]([CH2:19][CH2:20][S:21][C:22]3[CH:23]=[C:24]4[C:45](=[CH:46][CH:47]=3)[CH2:44][C@:26]3([C:34]5[C:29](=[N:30][CH:31]=[CH:32][CH:33]=5)[NH:28][C:27]3=[O:43])[CH2:25]4)[C:17](=[O:48])[C:12]3([CH2:13][CH2:14][CH2:15][CH2:16]3)[NH:11][CH2:10]2)[CH:5]=[C:6]([F:8])[CH:7]=1, predict the reactants needed to synthesize it. The reactants are: [F:1][C:2]1[CH:3]=[C:4]([C@@:9]2([CH3:49])[N:18]([CH2:19][CH2:20][S:21][C:22]3[CH:23]=[C:24]4[C:45](=[CH:46][CH:47]=3)[CH2:44][C@:26]3([C:34]5[C:29](=[N:30][CH:31]=[CH:32][CH:33]=5)[N:28](C[O:36]CC[Si](C)(C)C)[C:27]3=[O:43])[CH2:25]4)[C:17](=[O:48])[C:12]3([CH2:16][CH2:15][CH2:14][CH2:13]3)[NH:11][CH2:10]2)[CH:5]=[C:6]([F:8])[CH:7]=1.Cl.C(N)CN. (3) Given the product [Cl:26][C:11]1[C:10]2[C:15](=[CH:16][C:7]([C:6]3[C:2]([CH3:1])=[N:3][O:4][C:5]=3[CH3:23])=[CH:8][CH:9]=2)[N:14]=[CH:13][C:12]=1[C:17]([OH:19])=[O:18], predict the reactants needed to synthesize it. The reactants are: [CH3:1][C:2]1[C:6]([C:7]2[CH:16]=[C:15]3[C:10]([C:11](O)=[C:12]([C:17]([O:19]CC)=[O:18])[CH:13]=[N:14]3)=[CH:9][CH:8]=2)=[C:5]([CH3:23])[O:4][N:3]=1.S(Cl)([Cl:26])=O.[OH-].[Na+].C(O)C. (4) The reactants are: C(N(CC)C(C)C)(C)C.CN(C(ON1N=NC2C=CC=NC1=2)=[N+](C)C)C.F[P-](F)(F)(F)(F)F.[Cl:34][C:35]1[CH:36]=[C:37]([CH:54]=[CH:55][CH:56]=1)[CH2:38][NH:39][C:40]1[N:53]=[C:43]2[C:44]([O:51][CH3:52])=[CH:45][C:46]([C:48]([OH:50])=O)=[CH:47][N:42]2[N:41]=1.[CH2:57]([CH:59]1[NH:64][CH2:63][CH:62]([CH3:65])[NH:61][C:60]1=[O:66])[CH3:58]. Given the product [Cl:34][C:35]1[CH:36]=[C:37]([CH:54]=[CH:55][CH:56]=1)[CH2:38][NH:39][C:40]1[N:53]=[C:43]2[C:44]([O:51][CH3:52])=[CH:45][C:46]([C:48]([N:64]3[CH2:63][CH:62]([CH3:65])[NH:61][C:60](=[O:66])[CH:59]3[CH2:57][CH3:58])=[O:50])=[CH:47][N:42]2[N:41]=1, predict the reactants needed to synthesize it. (5) Given the product [C:5](=[O:10])([O:8][CH2:9][C:11]1[O:15][CH:14]=[CH:13][CH:1]=1)[O:6][CH2:7][C:21]1[O:22][CH:18]=[CH:19][CH:20]=1, predict the reactants needed to synthesize it. The reactants are: [C:1](=O)([O-])[O-].[C:5](=[O:10])([O:8][CH3:9])[O:6][CH3:7].[C:11]1(=O)[O:15][CH2:14][CH2:13]O1.C(O)[C:18]1[O:22][CH:21]=[CH:20][CH:19]=1.